Dataset: Forward reaction prediction with 1.9M reactions from USPTO patents (1976-2016). Task: Predict the product of the given reaction. (1) Given the reactants [NH2:1][C@@H:2]1[CH2:6][CH2:5][N:4]([C:7]2[N:15]=[C:14]3[C:10]([N:11]=[CH:12][N:13]3[C@@H:16]3[CH2:20][C@H:19]([N:21]4[N:25]=[N:24][C:23]([CH2:26][CH3:27])=[N:22]4)[C@@H:18]([OH:28])[C@H:17]3[OH:29])=[C:9]([NH:30][CH2:31][CH:32]([C:40]3[CH:45]=[CH:44][C:43]([OH:46])=[CH:42][CH:41]=3)[C:33]3[CH:38]=[CH:37][C:36]([OH:39])=[CH:35][CH:34]=3)[N:8]=2)[CH2:3]1.C1(C(C2C=CC=CC=2)CNC2N=C(N3CC[C@@H](N[C:71]([NH:73][C:74]4[CH:75]=[N:76][CH:77]=[CH:78][CH:79]=4)=[O:72])C3)N=C3C=2N=CN3[C@@H]2C[C@H](N3N=NC(CC)=N3)[C@@H](O)[C@H]2O)C=CC=CC=1, predict the reaction product. The product is: [OH:46][C:43]1[CH:44]=[CH:45][C:40]([CH:32]([C:33]2[CH:38]=[CH:37][C:36]([OH:39])=[CH:35][CH:34]=2)[CH2:31][NH:30][C:9]2[N:8]=[C:7]([N:4]3[CH2:5][CH2:6][C@@H:2]([NH:1][C:71]([NH:73][C:74]4[CH:75]=[N:76][CH:77]=[CH:78][CH:79]=4)=[O:72])[CH2:3]3)[N:15]=[C:14]3[C:10]=2[N:11]=[CH:12][N:13]3[C@@H:16]2[CH2:20][C@H:19]([N:21]3[N:25]=[N:24][C:23]([CH2:26][CH3:27])=[N:22]3)[C@@H:18]([OH:28])[C@H:17]2[OH:29])=[CH:41][CH:42]=1. (2) Given the reactants [Cl:1][C:2]1[CH:3]=[C:4]([CH:39]=[CH:40][C:41]=1[Cl:42])[CH2:5][O:6][C:7]1[CH:12]=[CH:11][C:10]([C@H:13]2[CH2:38][O:37][C:16]3=[CH:17][C:18]4[CH2:19][C@@H:20]([C:34]([OH:36])=O)[N:21]([C@H:25]([C:28]5[CH:33]=[CH:32][CH:31]=[CH:30][CH:29]=5)[CH2:26][CH3:27])[CH2:22][C:23]=4[CH:24]=[C:15]3[O:14]2)=[CH:9][CH:8]=1.Cl.C[O:45][C:46](=[O:64])[C@@H:47]([NH2:63])[CH2:48][C:49]1[CH:54]=[CH:53][C:52]([C:55]2[CH:60]=[CH:59][C:58]([O:61][CH3:62])=[CH:57][CH:56]=2)=[CH:51][CH:50]=1, predict the reaction product. The product is: [Cl:1][C:2]1[CH:3]=[C:4]([CH:39]=[CH:40][C:41]=1[Cl:42])[CH2:5][O:6][C:7]1[CH:8]=[CH:9][C:10]([C@H:13]2[CH2:38][O:37][C:16]3=[CH:17][C:18]4[CH2:19][C@@H:20]([C:34]([NH:63][C@@H:47]([CH2:48][C:49]5[CH:54]=[CH:53][C:52]([C:55]6[CH:56]=[CH:57][C:58]([O:61][CH3:62])=[CH:59][CH:60]=6)=[CH:51][CH:50]=5)[C:46]([OH:64])=[O:45])=[O:36])[N:21]([C@H:25]([C:28]5[CH:29]=[CH:30][CH:31]=[CH:32][CH:33]=5)[CH2:26][CH3:27])[CH2:22][C:23]=4[CH:24]=[C:15]3[O:14]2)=[CH:11][CH:12]=1. (3) Given the reactants [NH2:1][C:2]1[CH:11]=[CH:10][C:9]2[C:8]([N:12]([C:20]([O:22][C:23]([CH3:26])([CH3:25])[CH3:24])=[O:21])[C:13]([O:15][C:16]([CH3:19])([CH3:18])[CH3:17])=[O:14])=[N:7][CH:6]=[CH:5][C:4]=2[C:3]=1[C:27]([NH2:29])=[O:28].[C:30]([O:33][C@H:34]([C@H:38]1[O:43][CH2:42][CH2:41][N:40]([C:44]2[CH:48]=[CH:47][N:46]([C:49]3[CH:54]=[CH:53][N:52]=[CH:51][CH:50]=3)[N:45]=2)[C:39]1=[O:55])[C:35](O)=[O:36])(=[O:32])[CH3:31].F[P-](F)(F)(F)(F)F.C(C(=NO[C+](N(C)C)N1CCOCC1)C(OCC)=O)#N.CCN(C(C)C)C(C)C.C([O-])(O)=O.[Na+].[Na+].[Cl-], predict the reaction product. The product is: [C:30]([O:33][C@H:34]([C@H:38]1[O:43][CH2:42][CH2:41][N:40]([C:44]2[CH:48]=[CH:47][N:46]([C:49]3[CH:54]=[CH:53][N:52]=[CH:51][CH:50]=3)[N:45]=2)[C:39]1=[O:55])[C:35]([NH:1][C:2]1[C:3]([C:27](=[O:28])[NH2:29])=[C:4]2[C:9](=[CH:10][CH:11]=1)[C:8]([N:12]([C:20]([O:22][C:23]([CH3:26])([CH3:25])[CH3:24])=[O:21])[C:13]([O:15][C:16]([CH3:19])([CH3:17])[CH3:18])=[O:14])=[N:7][CH:6]=[CH:5]2)=[O:36])(=[O:32])[CH3:31].